Predict the reactants needed to synthesize the given product. From a dataset of Full USPTO retrosynthesis dataset with 1.9M reactions from patents (1976-2016). Given the product [CH3:30][N:21]([CH2:20][CH2:19][O:18][C:14]1[CH:15]=[N:16][CH:17]=[C:12]([C:8]2[CH:7]=[C:6]3[C:11](=[CH:10][CH:9]=2)[N:2]([CH3:1])[C:3](=[O:27])[CH2:4][CH2:5]3)[CH:13]=1)[S:22]([CH2:25][CH3:26])(=[O:24])=[O:23], predict the reactants needed to synthesize it. The reactants are: [CH3:1][N:2]1[C:11]2[C:6](=[CH:7][C:8]([C:12]3[CH:13]=[C:14]([O:18][CH2:19][CH2:20][NH:21][S:22]([CH2:25][CH3:26])(=[O:24])=[O:23])[CH:15]=[N:16][CH:17]=3)=[CH:9][CH:10]=2)[CH2:5][CH2:4][C:3]1=[O:27].[H-].[Na+].[CH3:30]I.